From a dataset of Catalyst prediction with 721,799 reactions and 888 catalyst types from USPTO. Predict which catalyst facilitates the given reaction. (1) Reactant: [CH3:1][C:2]([O:4][C@@H:5]([CH2:10][N+:11]([CH3:14])([CH3:13])[CH3:12])[CH2:6][C:7]([O-:9])=[O:8])=[O:3].[Cl-:15].[CH:16]1[CH:17]=[CH:18][C:19]2[C:20](=[CH:22][C:23]([C:42]([OH:44])=[O:43])=[C:24](O)[C:25]=2[CH2:26][C:27]2[C:36]([OH:37])=[C:35]([C:38]([OH:40])=[O:39])[CH:34]=[C:33]3[C:28]=2[CH:29]=[CH:30][CH:31]=[CH:32]3)[CH:21]=1. Product: [Cl-:15].[C:2]([O:4][C@H:5]([CH2:6][C:7]([O:9][C:24]1[C:23]([C:42]([OH:44])=[O:43])=[CH:22][C:20]2[C:19](=[CH:18][CH:17]=[CH:16][CH:21]=2)[C:25]=1[CH2:26][C:27]1[C:28]2[C:33](=[CH:32][CH:31]=[CH:30][CH:29]=2)[CH:34]=[C:35]([C:38]([OH:40])=[O:39])[C:36]=1[OH:37])=[O:8])[CH2:10][N+:11]([CH3:12])([CH3:14])[CH3:13])(=[O:3])[CH3:1]. The catalyst class is: 27. (2) Product: [F:1][C:2]1[CH:7]=[CH:6][C:5]([CH3:8])=[CH:4][C:3]=1[NH:9][C:10]([NH:12][C:13]1[CH:39]=[CH:38][C:16]([O:17][C:18]2[CH:23]=[CH:22][N:21]=[C:20]([C:24]3[NH:28][CH:27]=[C:26]([C:29]([NH:31][CH2:32][CH2:33][CH2:34][C:35]([NH:48][NH2:56])=[O:36])=[O:30])[CH:25]=3)[CH:19]=2)=[CH:15][CH:14]=1)=[O:11]. Reactant: [F:1][C:2]1[CH:7]=[CH:6][C:5]([CH3:8])=[CH:4][C:3]=1[NH:9][C:10]([NH:12][C:13]1[CH:39]=[CH:38][C:16]([O:17][C:18]2[CH:23]=[CH:22][N:21]=[C:20]([C:24]3[NH:28][CH:27]=[C:26]([C:29]([NH:31][CH2:32][CH2:33][CH2:34][C:35](O)=[O:36])=[O:30])[CH:25]=3)[CH:19]=2)=[CH:15][CH:14]=1)=[O:11].CN(C(O[N:48]1[N:56]=NC2C=CC=NC1=2)=[N+](C)C)C.F[P-](F)(F)(F)(F)F.C(N(CC)C(C)C)(C)C.O.NN. The catalyst class is: 18. (3) Reactant: [CH3:1][N:2]1[C:6]([N:7]2[C:11]3=[N:12][CH:13]=[CH:14][CH:15]=[C:10]3[CH:9]=[CH:8]2)=[C:5]([CH:16]=[O:17])[C:4]([CH3:18])=[N:3]1.[H][H]. Product: [N:7]1([C:6]2[N:2]([CH3:1])[N:3]=[C:4]([CH3:18])[C:5]=2[CH:16]=[O:17])[C:11]2=[N:12][CH:13]=[CH:14][CH:15]=[C:10]2[CH2:9][CH2:8]1. The catalyst class is: 129.